This data is from Catalyst prediction with 721,799 reactions and 888 catalyst types from USPTO. The task is: Predict which catalyst facilitates the given reaction. (1) Reactant: [C:1]([CH2:3][C:4]1[N:8]2[CH:9]=[CH:10][N:11]=[C:12]([NH:13][CH2:14][C:15]3[CH:20]=[CH:19][C:18]([O:21][CH3:22])=[CH:17][C:16]=3[O:23][CH3:24])[C:7]2=[C:6]([C:25]2[CH:34]=[CH:33][C:28]([C:29]([O:31][CH3:32])=[O:30])=[CH:27][CH:26]=2)[N:5]=1)#N.[C:35]([O-])(O)=[O:36].[Na+].CC(=O)[O:42]CC.C(Cl)Cl. Product: [CH3:24][O:23][C:16]1[CH:17]=[C:18]([O:21][CH3:22])[CH:19]=[CH:20][C:15]=1[CH2:14][NH:13][C:12]1[C:7]2[N:8]([C:4]([CH2:3][C:1]([O:36][CH3:35])=[O:42])=[N:5][C:6]=2[C:25]2[CH:34]=[CH:33][C:28]([C:29]([O:31][CH3:32])=[O:30])=[CH:27][CH:26]=2)[CH:9]=[CH:10][N:11]=1. The catalyst class is: 209. (2) Reactant: [CH3:1][C:2]1[N:6]=[C:5]([CH:7]2[CH2:12][CH2:11][CH2:10][NH:9][CH2:8]2)[O:4][N:3]=1.[C:13]([OH:22])(=[O:21])[C@H:14]([C@@H:16]([C:18]([OH:20])=[O:19])[OH:17])[OH:15].C(#N)C. Product: [C:18]([C@H:16]([C@@H:14]([C:13]([O-:22])=[O:21])[OH:15])[OH:17])([O-:20])=[O:19].[CH3:1][C:2]1[N:6]=[C:5]([CH:7]2[CH2:12][CH2:11][CH2:10][NH:9][CH2:8]2)[O:4][N:3]=1. The catalyst class is: 5. (3) Reactant: [C:1]([C:4]1[C:9](=[O:10])[CH:8]=[CH:7][N:6]([C:11]2[CH:16]=[CH:15][C:14]([Cl:17])=[CH:13][CH:12]=2)[N:5]=1)(=[O:3])[CH3:2].C[Si]([N:22]([Si](C)(C)C)[C:23]1[CH:24]=[C:25]([Mg]Cl)[CH:26]=[CH:27][CH:28]=1)(C)C.Cl. Product: [NH2:22][C:23]1[CH:24]=[C:25]([C:1]([C:4]2[C:9](=[O:10])[CH:8]=[CH:7][N:6]([C:11]3[CH:16]=[CH:15][C:14]([Cl:17])=[CH:13][CH:12]=3)[N:5]=2)([OH:3])[CH3:2])[CH:26]=[CH:27][CH:28]=1. The catalyst class is: 220. (4) Reactant: [OH-].[Na+].[F:3][C:4]1[CH:9]=[CH:8][C:7]([C:10]2[O:11][C:12]3[CH:23]=[C:22]([N+:24]([O-:26])=[O:25])[C:21]([O:27][CH:28]([CH3:30])[CH3:29])=[CH:20][C:13]=3[C:14]=2[C:15]([O:17]CC)=[O:16])=[CH:6][CH:5]=1.C1COCC1. Product: [F:3][C:4]1[CH:5]=[CH:6][C:7]([C:10]2[O:11][C:12]3[CH:23]=[C:22]([N+:24]([O-:26])=[O:25])[C:21]([O:27][CH:28]([CH3:30])[CH3:29])=[CH:20][C:13]=3[C:14]=2[C:15]([OH:17])=[O:16])=[CH:8][CH:9]=1. The catalyst class is: 6. (5) Reactant: [NH2:1][C:2]1[CH:3]=[N:4][CH:5]=[CH:6][CH:7]=1.Cl.[N:9]([O-])=O.[Na+].C([O-])(=O)C.[Na+].[CH3:18][O:19][CH2:20][C:21](=[O:27])[CH2:22][C:23]([O:25][CH3:26])=[O:24]. Product: [CH3:18][O:19][CH2:20][C:21](=[O:27])[C:22](=[N:9][NH:1][C:2]1[CH:3]=[N:4][CH:5]=[CH:6][CH:7]=1)[C:23]([O:25][CH3:26])=[O:24]. The catalyst class is: 315. (6) Reactant: [CH3:1][O:2][C:3]1[CH:8]=[CH:7][C:6]([N+:9]([O-])=O)=[CH:5][C:4]=1[NH:12][C:13](=[O:15])[CH3:14]. Product: [NH2:9][C:6]1[CH:7]=[CH:8][C:3]([O:2][CH3:1])=[C:4]([NH:12][C:13](=[O:15])[CH3:14])[CH:5]=1. The catalyst class is: 381. (7) Reactant: [C:1]([O:5][C:6]([NH:8][C@@H:9]([CH2:26][CH2:27][CH2:28][NH:29][C:30]([O:32][C:33]([CH3:36])([CH3:35])[CH3:34])=[O:31])[CH2:10][NH:11][C:12](=[O:25])[CH2:13][NH:14]C(=O)OCC1C=CC=CC=1)=[O:7])([CH3:4])([CH3:3])[CH3:2]. Product: [NH2:14][CH2:13][C:12]([NH:11][CH2:10][C@@H:9]([NH:8][C:6]([O:5][C:1]([CH3:4])([CH3:3])[CH3:2])=[O:7])[CH2:26][CH2:27][CH2:28][NH:29][C:30](=[O:31])[O:32][C:33]([CH3:36])([CH3:34])[CH3:35])=[O:25]. The catalyst class is: 29. (8) Reactant: [CH3:1][N:2]1[C:6]([C:7]2[CH:19]=[N:18][C:17]3[C:16]4[CH:15]=[CH:14][C:13]([C:20](O)([CH3:22])[CH3:21])=[CH:12][C:11]=4[N:10]([CH:24]([C:31]4[CH:36]=[CH:35][CH:34]=[CH:33][CH:32]=4)[CH:25]4[CH2:30][CH2:29][O:28][CH2:27][CH2:26]4)[C:9]=3[CH:8]=2)=[C:5]([CH3:37])[N:4]=[N:3]1.[Si]([N:42]=[N+:43]=[N-:44])(C)(C)C.B(F)(F)F.CCOCC. Product: [N:42]([C:20]([C:13]1[CH:14]=[CH:15][C:16]2[C:17]3[N:18]=[CH:19][C:7]([C:6]4[N:2]([CH3:1])[N:3]=[N:4][C:5]=4[CH3:37])=[CH:8][C:9]=3[N:10]([CH:24]([C:31]3[CH:36]=[CH:35][CH:34]=[CH:33][CH:32]=3)[CH:25]3[CH2:30][CH2:29][O:28][CH2:27][CH2:26]3)[C:11]=2[CH:12]=1)([CH3:22])[CH3:21])=[N+:43]=[N-:44]. The catalyst class is: 2. (9) Product: [CH3:1][C:2]1([CH3:13])[C@H:7]2[CH2:8][C@@H:3]1[CH2:4][CH2:5][C@H:6]2[CH2:9][C:10]([Cl:16])=[O:11]. Reactant: [CH3:1][C:2]1([CH3:13])[C@H:7]2[CH2:8][C@@H:3]1[CH2:4][CH2:5][C@H:6]2[CH2:9][C:10](O)=[O:11].S(Cl)([Cl:16])=O. The catalyst class is: 9. (10) Reactant: Cl.[N+:2]([C:5]1[CH:6]=[C:7]2[C:11](=[CH:12][CH:13]=1)[CH2:10][CH:9](N)[CH2:8]2)([O-:4])=[O:3].C=O.[BH3-][C:18]#[N:19].[Na+].[C:21](O)(=O)C. Product: [CH3:21][N:19]([CH3:18])[CH:9]1[CH2:8][C:7]2[C:11](=[CH:12][CH:13]=[C:5]([N+:2]([O-:4])=[O:3])[CH:6]=2)[CH2:10]1. The catalyst class is: 26.